This data is from Full USPTO retrosynthesis dataset with 1.9M reactions from patents (1976-2016). The task is: Predict the reactants needed to synthesize the given product. (1) Given the product [CH3:15][N:14]([CH3:16])[CH2:13][CH2:12][N:4]1[C:5]2[C:10](=[CH:9][CH:8]=[C:7]([CH3:11])[CH:6]=2)[C:2]([Sn:26]([CH2:28][CH2:29][CH2:30][CH3:31])([CH2:32][CH2:33][CH2:34][CH3:35])[CH2:22][CH2:23][CH2:24][CH3:25])=[N:3]1, predict the reactants needed to synthesize it. The reactants are: I[C:2]1[C:10]2[C:5](=[CH:6][C:7]([CH3:11])=[CH:8][CH:9]=2)[N:4]([CH2:12][CH2:13][N:14]([CH3:16])[CH3:15])[N:3]=1.C([Mg]Cl)(C)C.[CH2:22]([Sn:26]([CH2:32][CH2:33][CH2:34][CH3:35])([CH2:28][CH2:29][CH2:30][CH3:31])Cl)[CH2:23][CH2:24][CH3:25]. (2) The reactants are: [CH2:1]([NH:3][C:4](=[O:6])[O-:5])[CH3:2].[OH:7][C:8]1[C:9]([Cl:21])=[CH:10][C:11]2[CH:12]([CH3:20])[CH:13]3[CH2:17][NH:16][CH2:15][CH:14]3[C:18]=2[CH:19]=1.[F:22][C:23]1[CH:30]=[CH:29][CH:28]=[CH:27][C:24]=1[CH2:25]Br. Given the product [CH2:1]([NH:3][C:4](=[O:5])[O-:6])[CH3:2].[F:22][C:23]1[CH:30]=[CH:29][CH:28]=[CH:27][C:24]=1[CH2:25][O:7][C:8]1[C:9]([Cl:21])=[CH:10][C:11]2[CH:12]([CH3:20])[CH:13]3[CH2:17][NH:16][CH2:15][CH:14]3[C:18]=2[CH:19]=1, predict the reactants needed to synthesize it. (3) Given the product [F:1][C:2]1[CH:10]=[CH:9][C:5]([C:6]2[O:7][CH:12]=[C:13]([CH2:14][CH2:15][C:16]([O:18][CH3:19])=[O:17])[N:8]=2)=[CH:4][CH:3]=1, predict the reactants needed to synthesize it. The reactants are: [F:1][C:2]1[CH:10]=[CH:9][C:5]([C:6]([NH2:8])=[O:7])=[CH:4][CH:3]=1.Cl[CH2:12][C:13](=O)[CH2:14][CH2:15][C:16]([O:18][CH3:19])=[O:17]. (4) Given the product [F:23][C:10]([F:9])([F:24])[O:11][C:12]1[CH:13]=[C:14]2[C:15](=[CH:16][CH:17]=1)[C:20](=[O:22])[CH2:19][CH2:18]2, predict the reactants needed to synthesize it. The reactants are: FC(F)(F)S(O)(=O)=O.[F:9][C:10]([F:24])([F:23])[O:11][C:12]1[CH:13]=[C:14]([CH2:18][CH2:19][C:20]([OH:22])=O)[CH:15]=[CH:16][CH:17]=1. (5) Given the product [CH2:34]([C@@H:14]([CH2:13][CH2:12][C@H:8]([CH2:1][C:2]1[CH:3]=[CH:4][CH:5]=[CH:6][CH:7]=1)[C:9](=[O:10])[NH:41][C@H:42]1[CH2:49][CH2:48][CH2:47][CH2:46][CH2:45][N:44]([C:50]2[CH:55]=[CH:54][CH:53]=[CH:52][CH:51]=2)[C:43]1=[O:56])[C:15]([NH:17][C@H:18]1[CH2:24][CH2:23][S:22][C@H:21]2[CH2:25][CH2:26][CH2:27][C@@H:28]([C:29]([O:31][CH3:32])=[O:30])[N:20]2[C:19]1=[O:33])=[O:16])[C:35]1[CH:40]=[CH:39][CH:38]=[CH:37][CH:36]=1, predict the reactants needed to synthesize it. The reactants are: [CH2:1]([C@@H:8]([CH2:12][CH2:13][C@H:14]([CH2:34][C:35]1[CH:40]=[CH:39][CH:38]=[CH:37][CH:36]=1)[C:15]([NH:17][C@H:18]1[CH2:24][CH2:23][S:22][C@H:21]2[CH2:25][CH2:26][CH2:27][C@@H:28]([C:29]([O:31][CH3:32])=[O:30])[N:20]2[C:19]1=[O:33])=[O:16])[C:9](O)=[O:10])[C:2]1[CH:7]=[CH:6][CH:5]=[CH:4][CH:3]=1.[NH2:41][C@H:42]1[CH2:49][CH2:48][CH2:47][CH2:46][CH2:45][N:44]([C:50]2[CH:55]=[CH:54][CH:53]=[CH:52][CH:51]=2)[C:43]1=[O:56]. (6) Given the product [F:21][C:22]1[C:27]([F:28])=[CH:26][CH:25]=[CH:24][C:23]=1[C:29]1[CH:37]=[CH:36][CH:35]=[C:34]2[C:30]=1[C:31](=[CH:19][C:3]1[NH:4][C:5]3[CH2:10][CH2:9][N:8]([CH2:11][CH2:12][N:13]4[CH2:14][CH2:15][CH2:16][CH2:17]4)[C:7](=[O:18])[C:6]=3[C:2]=1[CH3:1])[C:32](=[O:38])[NH:33]2, predict the reactants needed to synthesize it. The reactants are: [CH3:1][C:2]1[C:6]2[C:7](=[O:18])[N:8]([CH2:11][CH2:12][N:13]3[CH2:17][CH2:16][CH2:15][CH2:14]3)[CH2:9][CH2:10][C:5]=2[NH:4][C:3]=1[CH:19]=O.[F:21][C:22]1[C:27]([F:28])=[CH:26][CH:25]=[CH:24][C:23]=1[C:29]1[CH:37]=[CH:36][CH:35]=[C:34]2[C:30]=1[CH2:31][C:32](=[O:38])[NH:33]2. (7) The reactants are: [CH2:1]([O:5][C:6]1[CH:11]=[CH:10][C:9]([S:12][C:13]2[CH:18]=[CH:17][C:16]([O:19][CH2:20][CH2:21][CH2:22][CH3:23])=[CH:15][CH:14]=2)=[CH:8][CH:7]=1)[CH2:2][CH2:3][CH3:4].OO.O.O.O.O.O.S([O-])([O-])(=[O:33])=S.[Na+].[Na+].O. Given the product [CH2:20]([O:19][C:16]1[CH:15]=[CH:14][C:13]([S:12]([C:9]2[CH:10]=[CH:11][C:6]([O:5][CH2:1][CH2:2][CH2:3][CH3:4])=[CH:7][CH:8]=2)=[O:33])=[CH:18][CH:17]=1)[CH2:21][CH2:22][CH3:23], predict the reactants needed to synthesize it.